From a dataset of Forward reaction prediction with 1.9M reactions from USPTO patents (1976-2016). Predict the product of the given reaction. (1) The product is: [F:1][C:2]([F:39])([F:38])[C:3]1[CH:4]=[C:5]([CH:31]=[C:32]([C:34]([F:37])([F:36])[F:35])[CH:33]=1)[CH2:6][N:7]1[CH2:14][CH2:13][CH2:12][NH:11][C:10]2[N:15]=[C:16]([N:49]3[CH2:50][CH2:51][CH:46]([N:40]4[CH2:45][CH2:44][O:43][CH2:42][CH2:41]4)[CH2:47][CH2:48]3)[N:17]=[C:18]([C:19]3[CH:24]=[CH:23][CH:22]=[CH:21][C:20]=3[CH3:25])[C:9]=2[C:8]1=[O:30]. Given the reactants [F:1][C:2]([F:39])([F:38])[C:3]1[CH:4]=[C:5]([CH:31]=[C:32]([C:34]([F:37])([F:36])[F:35])[CH:33]=1)[CH2:6][N:7]1[CH2:14][CH2:13][CH2:12][NH:11][C:10]2[N:15]=[C:16](S(C)(=O)=O)[N:17]=[C:18]([C:19]3[CH:24]=[CH:23][CH:22]=[CH:21][C:20]=3[CH3:25])[C:9]=2[C:8]1=[O:30].[N:40]1([CH:46]2[CH2:51][CH2:50][NH:49][CH2:48][CH2:47]2)[CH2:45][CH2:44][O:43][CH2:42][CH2:41]1, predict the reaction product. (2) Given the reactants [NH2:1][CH2:2][CH2:3]O.C(N(CC)CC)C.[F:22][C:21]([F:24])([F:23])[S:18](O[S:18]([C:21]([F:24])([F:23])[F:22])(=[O:20])=[O:19])(=[O:20])=[O:19].[NH2:27][C@H:28]1[CH2:33][CH2:32][C@H:31]([CH2:34][NH:35][C:36](=[O:51])[C:37]2[CH:42]=[C:41]([C:43]([F:46])([F:45])[F:44])[CH:40]=[C:39]([C:47]([F:50])([F:49])[F:48])[CH:38]=2)[CH2:30][CH2:29]1, predict the reaction product. The product is: [F:44][C:43]([F:45])([F:46])[C:41]1[CH:42]=[C:37]([CH:38]=[C:39]([C:47]([F:48])([F:49])[F:50])[CH:40]=1)[C:36]([NH:35][CH2:34][C@H:31]1[CH2:30][CH2:29][C@H:28]([NH:27][CH2:3][CH2:2][NH:1][S:18]([C:21]([F:22])([F:23])[F:24])(=[O:19])=[O:20])[CH2:33][CH2:32]1)=[O:51]. (3) Given the reactants [CH3:1][NH:2][C:3]1[CH:4]=[N:5][CH:6]=[CH:7][C:8]=1[C:9]1[CH:14]=[CH:13][CH:12]=[CH:11][C:10]=1[CH3:15].[O:16]=[C:17]1[CH2:21][CH2:20][CH2:19][N:18]1[C:22]1[CH:23]=[C:24]([CH:28]=[C:29]([C:31]([F:34])([F:33])[F:32])[CH:30]=1)[C:25](O)=[O:26], predict the reaction product. The product is: [CH3:1][N:2]([C:3]1[CH:4]=[N:5][CH:6]=[CH:7][C:8]=1[C:9]1[CH:14]=[CH:13][CH:12]=[CH:11][C:10]=1[CH3:15])[C:25](=[O:26])[C:24]1[CH:28]=[C:29]([C:31]([F:33])([F:34])[F:32])[CH:30]=[C:22]([N:18]2[CH2:19][CH2:20][CH2:21][C:17]2=[O:16])[CH:23]=1. (4) Given the reactants [N:1]1[CH:6]=[CH:5][C:4]([CH2:7][C:8]2[CH:14]=[CH:13][C:11]([NH2:12])=[CH:10][CH:9]=2)=[CH:3][CH:2]=1.Br[CH:16]([CH3:20])[C:17]([OH:19])=[O:18], predict the reaction product. The product is: [N:1]1[CH:6]=[CH:5][C:4]([CH2:7][C:8]2[CH:9]=[CH:10][C:11]([NH:12][C@H:16]([C:17]([OH:19])=[O:18])[CH3:20])=[CH:13][CH:14]=2)=[CH:3][CH:2]=1. (5) Given the reactants [Cl:1][C:2]1[CH:7]=[C:6]([O:8][CH3:9])[CH:5]=[CH:4][C:3]=1[C:10]1[CH:15]=[CH:14][N:13]=[C:12]([NH:16][CH:17]([CH3:21])[CH2:18][O:19][CH3:20])[C:11]=1[N+:22]([O-])=O.[O-]S(S([O-])=O)=O.[Na+].[Na+], predict the reaction product. The product is: [Cl:1][C:2]1[CH:7]=[C:6]([O:8][CH3:9])[CH:5]=[CH:4][C:3]=1[C:10]1[CH:15]=[CH:14][N:13]=[C:12]([NH:16][CH:17]([CH3:21])[CH2:18][O:19][CH3:20])[C:11]=1[NH2:22]. (6) The product is: [F:1][C:2]1[CH:3]=[CH:4][C:5]([I:19])=[C:6]([S:8][C:9]2[N:10]([CH2:31][CH2:30][CH2:29][C:28]#[CH:27])[C:11]3[CH:16]=[CH:15][N:14]=[C:13]([NH2:17])[C:12]=3[N:18]=2)[CH:7]=1. Given the reactants [F:1][C:2]1[CH:3]=[CH:4][C:5]([I:19])=[C:6]([S:8][C:9]2[NH:10][C:11]3[CH:16]=[CH:15][N:14]=[C:13]([NH2:17])[C:12]=3[N:18]=2)[CH:7]=1.C([O-])([O-])=O.[Cs+].[Cs+].Cl[CH2:27][CH2:28][CH2:29][C:30]#[CH:31], predict the reaction product. (7) Given the reactants Br[C:2]1[C:10]2[C:5](=[N:6][C:7]([C:18]3[CH:23]=[CH:22][C:21]([CH3:24])=[CH:20][CH:19]=3)=[C:8]([C:11]3[CH:16]=[CH:15][C:14]([CH3:17])=[CH:13][CH:12]=3)[N:9]=2)[N:4]([CH2:25][CH2:26][CH2:27][CH2:28][CH2:29][CH2:30][C:31]([O:33]CC)=[O:32])[CH:3]=1.N#N.[Na].Cl.[CH3:40][OH:41], predict the reaction product. The product is: [CH3:40][O:41][C:3]1[N:4]([CH2:25][CH2:26][CH2:27][CH2:28][CH2:29][CH2:30][C:31]([OH:33])=[O:32])[C:5]2=[N:6][C:7]([C:18]3[CH:23]=[CH:22][C:21]([CH3:24])=[CH:20][CH:19]=3)=[C:8]([C:11]3[CH:12]=[CH:13][C:14]([CH3:17])=[CH:15][CH:16]=3)[N:9]=[C:10]2[CH:2]=1.